This data is from Full USPTO retrosynthesis dataset with 1.9M reactions from patents (1976-2016). The task is: Predict the reactants needed to synthesize the given product. (1) Given the product [Cl:34][C:35]1[CH:36]=[CH:37][C:38]([O:57][CH2:58][C:59]2[CH:64]=[CH:63][C:62]([Cl:65])=[CH:61][C:60]=2[F:66])=[C:39]([CH:56]=1)[CH2:40][N:41]1[C:49]2[CH:48]=[CH:47][CH:46]=[C:45]([C:50]([O:52][CH3:53])=[O:51])[C:44]=2[C:43]([CH:24]=[CH:4][O:3][CH3:2])=[CH:42]1, predict the reactants needed to synthesize it. The reactants are: [Cl-].[CH3:2][O:3][CH2:4][P+](C1C=CC=CC=1)(C1C=CC=CC=1)C1C=CC=CC=1.[CH3:24][Si]([N-][Si](C)(C)C)(C)C.[Na+].[Cl:34][C:35]1[CH:36]=[CH:37][C:38]([O:57][CH2:58][C:59]2[CH:64]=[CH:63][C:62]([Cl:65])=[CH:61][C:60]=2[F:66])=[C:39]([CH:56]=1)[CH2:40][N:41]1[C:49]2[CH:48]=[CH:47][CH:46]=[C:45]([C:50]([O:52][CH3:53])=[O:51])[C:44]=2[C:43](C=O)=[CH:42]1. (2) The reactants are: C([Li])CCC.Br[C:7]1[CH:8]=[CH:9][C:10]([CH2:13][O:14][CH2:15][C@H:16]2[CH2:18][C@@H:17]2[CH:19]2[CH2:24][CH2:23][N:22]([C:25]([O:27][C:28]([CH3:31])([CH3:30])[CH3:29])=[O:26])[CH2:21][CH2:20]2)=[N:11][CH:12]=1.[CH3:32][S:33]SC. Given the product [CH3:32][S:33][C:7]1[CH:8]=[CH:9][C:10]([CH2:13][O:14][CH2:15][C@H:16]2[CH2:18][C@@H:17]2[CH:19]2[CH2:24][CH2:23][N:22]([C:25]([O:27][C:28]([CH3:31])([CH3:30])[CH3:29])=[O:26])[CH2:21][CH2:20]2)=[N:11][CH:12]=1, predict the reactants needed to synthesize it. (3) Given the product [F:25][C:2]([F:1])([F:24])[C:3]1[CH:4]=[CH:5][C:6]([NH:9][S:10]([C:13]2[CH:14]=[C:15]([CH:21]=[CH:22][CH:23]=2)[C:16]([OH:18])=[O:17])(=[O:11])=[O:12])=[CH:7][CH:8]=1, predict the reactants needed to synthesize it. The reactants are: [F:1][C:2]([F:25])([F:24])[C:3]1[CH:8]=[CH:7][C:6]([NH:9][S:10]([C:13]2[CH:14]=[C:15]([CH:21]=[CH:22][CH:23]=2)[C:16]([O:18]CC)=[O:17])(=[O:12])=[O:11])=[CH:5][CH:4]=1.C(O)C.[OH-].[Na+].Cl. (4) The reactants are: [CH3:1][O:2][C:3]1[CH:4]=[C:5]2[C:10](=[CH:11][CH:12]=1)[N:9]=[C:8]([CH2:13]Br)[CH:7]=[CH:6]2.[CH2:15]([NH2:18])[CH2:16][NH2:17].[C:19](=[O:22])([O-])[O-].[K+].[K+]. Given the product [CH3:1][O:2][C:3]1[CH:4]=[C:5]2[C:10](=[CH:11][CH:12]=1)[N:9]=[C:8]([CH2:13][N:17]([CH2:13][C:8]1[CH:7]=[CH:6][C:5]3[C:10](=[CH:11][CH:12]=[C:3]([O:22][CH3:19])[CH:4]=3)[N:9]=1)[CH2:16][CH2:15][N:18]([CH2:13][C:8]1[CH:7]=[CH:6][C:5]3[C:10](=[CH:11][CH:12]=[C:3]([O:2][CH3:1])[CH:4]=3)[N:9]=1)[CH2:13][C:8]1[CH:7]=[CH:6][C:5]3[C:10](=[CH:11][CH:12]=[C:3]([O:2][CH3:1])[CH:4]=3)[N:9]=1)[CH:7]=[CH:6]2, predict the reactants needed to synthesize it. (5) Given the product [O:24]=[C:22]1[C:21]2[C:20](=[CH:28][CH:27]=[CH:26][CH:25]=2)[C:19](=[O:29])[N:23]1[CH2:2][CH2:3][CH2:4][N:5]1[CH2:10][CH2:9][CH2:8][N:7]([CH:11]([CH:15]([CH3:17])[CH3:16])[C:12]([OH:14])=[O:13])[C:6]1=[O:18], predict the reactants needed to synthesize it. The reactants are: Cl[CH2:2][CH2:3][CH2:4][N:5]1[CH2:10][CH2:9][CH2:8][N:7]([CH:11]([CH:15]([CH3:17])[CH3:16])[C:12]([OH:14])=[O:13])[C:6]1=[O:18].[C:19]1(=[O:29])[NH:23][C:22](=[O:24])[C:21]2=[CH:25][CH:26]=[CH:27][CH:28]=[C:20]12.[K].[I-].[K+]. (6) Given the product [Br:1][C:2]1[CH:3]=[N:4][C:5]([F:12])=[C:6]([CH:11]=1)[C:7]([OH:9])=[O:8], predict the reactants needed to synthesize it. The reactants are: [Br:1][C:2]1[CH:3]=[N:4][C:5]([F:12])=[C:6]([CH:11]=1)[C:7]([O:9]C)=[O:8].[OH-].[Na+].Cl. (7) Given the product [CH3:21][O:22][C:23](=[O:35])[CH2:24][CH2:25][C:26]1[CH:31]=[CH:30][C:29]([CH2:32][O:10][CH2:9][C:8]2[S:7][C:6]([C:11]3[CH:16]=[CH:15][C:14]([C:17]([F:19])([F:20])[F:18])=[CH:13][CH:12]=3)=[N:5][C:4]=2[CH:1]([CH3:3])[CH3:2])=[CH:28][C:27]=1[CH3:34], predict the reactants needed to synthesize it. The reactants are: [CH:1]([C:4]1[N:5]=[C:6]([C:11]2[CH:16]=[CH:15][C:14]([C:17]([F:20])([F:19])[F:18])=[CH:13][CH:12]=2)[S:7][C:8]=1[CH2:9][OH:10])([CH3:3])[CH3:2].[CH3:21][O:22][C:23](=[O:35])[CH2:24][CH2:25][C:26]1[CH:31]=[CH:30][C:29]([CH2:32]I)=[CH:28][C:27]=1[CH3:34].[H-].[Na+].O. (8) Given the product [F:21][C:14]1[C:15]([OH:20])=[CH:16][CH:17]=[C:18]2[C:13]=1[C:12](=[O:22])[N:11]([CH2:10][C@H:7]1[CH2:8][CH2:9][C@H:4]([CH:1]([N:23]3[CH2:28][CH2:27][O:26][CH2:25][CH2:24]3)[CH3:2])[CH2:5][CH2:6]1)[CH2:19]2, predict the reactants needed to synthesize it. The reactants are: [C:1]([C@H:4]1[CH2:9][CH2:8][C@H:7]([CH2:10][N:11]2[CH2:19][C:18]3[C:13](=[C:14]([F:21])[C:15]([OH:20])=[CH:16][CH:17]=3)[C:12]2=[O:22])[CH2:6][CH2:5]1)(=O)[CH3:2].[NH:23]1[CH2:28][CH2:27][O:26][CH2:25][CH2:24]1.C(O)(=O)C.[BH-](OC(C)=O)(OC(C)=O)OC(C)=O.[Na+]. (9) Given the product [CH3:19][CH:20]1[CH2:29][CH2:28][C:23]2[N:24]=[C:25]([NH:27][C:13](=[O:15])[C:12]3[CH:11]=[CH:10][C:9]([B:4]4[O:5][C:6]([CH3:7])([CH3:8])[C:2]([CH3:1])([CH3:18])[O:3]4)=[CH:17][CH:16]=3)[S:26][C:22]=2[CH2:21]1, predict the reactants needed to synthesize it. The reactants are: [CH3:1][C:2]1([CH3:18])[C:6]([CH3:8])([CH3:7])[O:5][B:4]([C:9]2[CH:17]=[CH:16][C:12]([C:13]([OH:15])=O)=[CH:11][CH:10]=2)[O:3]1.[CH3:19][CH:20]1[CH2:29][CH2:28][C:23]2[N:24]=[C:25]([NH2:27])[S:26][C:22]=2[CH2:21]1.F[B-](F)(F)F.N1(OC(N(C)C)=[N+](C)C)C2C=CC=CC=2N=N1.C(N(CC)C(C)C)(C)C. (10) Given the product [C:20]([O:15][CH2:14][C@H:13]([C:3]1[C:4]([CH3:12])=[CH:5][C:6]2[C:11](=[CH:10][CH:9]=[CH:8][CH:7]=2)[C:2]=1[Cl:1])[OH:16])(=[O:25])[C:21]([CH3:24])([CH3:23])[CH3:22], predict the reactants needed to synthesize it. The reactants are: [Cl:1][C:2]1[C:11]2[C:6](=[CH:7][CH:8]=[CH:9][CH:10]=2)[CH:5]=[C:4]([CH3:12])[C:3]=1[C@H:13]([OH:16])[CH2:14][OH:15].ClCCl.[C:20](Cl)(=[O:25])[C:21]([CH3:24])([CH3:23])[CH3:22].